This data is from NCI-60 drug combinations with 297,098 pairs across 59 cell lines. The task is: Regression. Given two drug SMILES strings and cell line genomic features, predict the synergy score measuring deviation from expected non-interaction effect. (1) Drug 1: CC1C(C(CC(O1)OC2CC(OC(C2O)C)OC3=CC4=CC5=C(C(=O)C(C(C5)C(C(=O)C(C(C)O)O)OC)OC6CC(C(C(O6)C)O)OC7CC(C(C(O7)C)O)OC8CC(C(C(O8)C)O)(C)O)C(=C4C(=C3C)O)O)O)O. Drug 2: CCC1(C2=C(COC1=O)C(=O)N3CC4=CC5=C(C=CC(=C5CN(C)C)O)N=C4C3=C2)O.Cl. Cell line: MALME-3M. Synergy scores: CSS=45.6, Synergy_ZIP=-2.22, Synergy_Bliss=-2.18, Synergy_Loewe=-2.59, Synergy_HSA=-0.795. (2) Drug 2: CCC1(C2=C(COC1=O)C(=O)N3CC4=CC5=C(C=CC(=C5CN(C)C)O)N=C4C3=C2)O.Cl. Cell line: SF-268. Synergy scores: CSS=39.5, Synergy_ZIP=-8.39, Synergy_Bliss=-9.31, Synergy_Loewe=-4.18, Synergy_HSA=-2.43. Drug 1: CC1=C2C(C(=O)C3(C(CC4C(C3C(C(C2(C)C)(CC1OC(=O)C(C(C5=CC=CC=C5)NC(=O)C6=CC=CC=C6)O)O)OC(=O)C7=CC=CC=C7)(CO4)OC(=O)C)O)C)OC(=O)C.